Predict the reaction yield, written as a fraction of the theoretical maximum amount of product (1.0 means a 100% yield; for example, 0.34 means a 34% yield). From a dataset of Reaction yield outcomes from USPTO patents with 853,638 reactions. (1) The reactants are [CH:1]1([O:7][C:8]2[CH:13]=[C:12]([O:14][CH2:15][CH2:16][O:17][CH3:18])[CH:11]=[CH:10][C:9]=2[CH2:19][CH2:20][C:21](OCC)=[O:22])[CH2:6][CH2:5][CH2:4][CH2:3][CH2:2]1.[H-].C([Al+]CC(C)C)C(C)C.O.O.O.O.O.O.O.O.O.O.S([O-])([O-])(=O)=O.[Na+].[Na+].C(OCC)C. The catalyst is O1CCCC1.C1(C)C=CC=CC=1. The product is [CH:1]1([O:7][C:8]2[CH:13]=[C:12]([O:14][CH2:15][CH2:16][O:17][CH3:18])[CH:11]=[CH:10][C:9]=2[CH2:19][CH2:20][CH2:21][OH:22])[CH2:2][CH2:3][CH2:4][CH2:5][CH2:6]1. The yield is 0.900. (2) The reactants are II.C1C=CC(P(C2C=CC=CC=2)C2C=CC=CC=2)=CC=1.C(N(CC)CC)C.[CH2:29]([O:36][C:37]([N:39]1[CH2:44][CH2:43][CH2:42][CH2:41][C@H:40]1[C:45]([NH:47][NH:48][C:49](=O)[CH2:50][C:51]1[CH:56]=[CH:55][CH:54]=[CH:53][CH:52]=1)=[O:46])=[O:38])[C:30]1[CH:35]=[CH:34][CH:33]=[CH:32][CH:31]=1. The catalyst is C(Cl)Cl. The product is [CH2:29]([O:36][C:37]([N:39]1[CH2:44][CH2:43][CH2:42][CH2:41][C@H:40]1[C:45]1[O:46][C:49]([CH2:50][C:51]2[CH:52]=[CH:53][CH:54]=[CH:55][CH:56]=2)=[N:48][N:47]=1)=[O:38])[C:30]1[CH:35]=[CH:34][CH:33]=[CH:32][CH:31]=1. The yield is 0.250. (3) The reactants are [Si]([O:8][CH2:9][C@@H:10]1[CH2:14][C:13]([CH3:15])=[CH:12][N:11]1[C:16]([C:18]1[CH:23]=[C:22]([O:24][CH3:25])[C:21]([O:26][Si:27]([CH:34]([CH3:36])[CH3:35])([CH:31]([CH3:33])[CH3:32])[CH:28]([CH3:30])[CH3:29])=[CH:20][C:19]=1[NH:37][C:38]([O:40][CH2:41][C:42]1[CH:47]=[CH:46][C:45]([NH:48][NH:49][CH:50]([CH3:66])[C:51]([NH:53][CH:54]([CH:63]([CH3:65])[CH3:64])[C:55](=[O:62])[C:56]([O:58][CH2:59][CH:60]=[CH2:61])=[O:57])=[O:52])=[CH:44][CH:43]=1)=[O:39])=[O:17])(C(C)(C)C)(C)C. The catalyst is C(O)(=O)C.CO.O1CCCC1.O.C(OCC)(=O)C. The product is [OH:8][CH2:9][C@@H:10]1[CH2:14][C:13]([CH3:15])=[CH:12][N:11]1[C:16]([C:18]1[CH:23]=[C:22]([O:24][CH3:25])[C:21]([O:26][Si:27]([CH:31]([CH3:32])[CH3:33])([CH:34]([CH3:35])[CH3:36])[CH:28]([CH3:30])[CH3:29])=[CH:20][C:19]=1[NH:37][C:38]([O:40][CH2:41][C:42]1[CH:43]=[CH:44][C:45]([NH:48][NH:49][CH:50]([CH3:66])[C:51]([NH:53][CH:54]([CH:63]([CH3:65])[CH3:64])[C:55](=[O:62])[C:56]([O:58][CH2:59][CH:60]=[CH2:61])=[O:57])=[O:52])=[CH:46][CH:47]=1)=[O:39])=[O:17]. The yield is 0.800. (4) The reactants are [NH:1]([C:8]1[N:9]([C:22]2[CH:27]=[CH:26][CH:25]=[CH:24][CH:23]=2)[C:10]2[C:15]([C:16](=[O:18])[CH:17]=1)=[CH:14][C:13]([F:19])=[C:12]([CH2:20][OH:21])[N:11]=2)[C:2]1[CH:7]=[CH:6][CH:5]=[CH:4][CH:3]=1.[CH3:28][O:29][C:30]1[CH:35]=[CH:34][C:33](O)=[CH:32][CH:31]=1.C1C=CC(P(C2C=CC=CC=2)C2C=CC=CC=2)=CC=1.C1CCN(C(N=NC(N2CCCCC2)=O)=O)CC1. The catalyst is C(Cl)Cl. The product is [NH:1]([C:8]1[N:9]([C:22]2[CH:27]=[CH:26][CH:25]=[CH:24][CH:23]=2)[C:10]2[C:15]([C:16](=[O:18])[CH:17]=1)=[CH:14][C:13]([F:19])=[C:12]([CH2:20][O:21][C:33]1[CH:34]=[CH:35][C:30]([O:29][CH3:28])=[CH:31][CH:32]=1)[N:11]=2)[C:2]1[CH:7]=[CH:6][CH:5]=[CH:4][CH:3]=1. The yield is 0.370. (5) The reactants are [C:1]([C:3]1[CH:8]=[CH:7][C:6]([C:9]2([C:12]#[N:13])[CH2:11][CH2:10]2)=[CH:5][CH:4]=1)#[CH:2].[O:14]1CCCC1.Cl[N:20]1C(=O)C[CH2:22][C:21]1=O.C(N(CC)CC)C. The catalyst is C(OCC)(=O)C. The product is [CH3:22][C:21]1[C:1]([C:3]2[CH:8]=[CH:7][C:6]([C:9]3([C:12]#[N:13])[CH2:10][CH2:11]3)=[CH:5][CH:4]=2)=[CH:2][O:14][N:20]=1. The yield is 1.00. (6) The product is [CH3:12][O:13][C:14](=[O:28])[CH2:15][C:16]1[S:20][C:19]([NH:21][C:7](=[O:9])[C:6]2[CH:10]=[C:2]([Br:1])[CH:3]=[CH:4][C:5]=2[OH:11])=[N:18][C:17]=1[C:22]1[CH:27]=[CH:26][CH:25]=[CH:24][CH:23]=1. The reactants are [Br:1][C:2]1[CH:10]=[C:6]([C:7]([OH:9])=O)[C:5]([OH:11])=[CH:4][CH:3]=1.[CH3:12][O:13][C:14](=[O:28])[CH2:15][C:16]1[S:20][C:19]([NH2:21])=[N:18][C:17]=1[C:22]1[CH:27]=[CH:26][CH:25]=[CH:24][CH:23]=1. The yield is 0.321. No catalyst specified. (7) The reactants are [ClH:1].[CH2:2]([C:7]1[N:8]=[C:9]([NH2:12])[NH:10][CH:11]=1)[CH2:3][CH2:4][C:5]#[CH:6].[N:13]([CH2:16][CH:17]=[CH:18][C:19]1[CH:24]=[CH:23][CH:22]=[CH:21][CH:20]=1)=[N+:14]=[N-:15]. No catalyst specified. The product is [ClH:1].[C:19]1([CH:18]=[CH:17][CH2:16][N:13]2[CH:6]=[C:5]([CH2:4][CH2:3][CH2:2][C:7]3[N:8]=[C:9]([NH2:12])[NH:10][CH:11]=3)[N:15]=[N:14]2)[CH:24]=[CH:23][CH:22]=[CH:21][CH:20]=1. The yield is 0.430. (8) The reactants are [Br:1][C:2]1[C:10]2[N:9]=[C:8]([CH3:11])[NH:7][C:6]=2[CH:5]=[C:4]([N+:12]([O-:14])=[O:13])[CH:3]=1.Br[CH2:16][C:17]1[CH:22]=[CH:21][CH:20]=[C:19]([Cl:23])[C:18]=1[CH3:24].C(=O)([O-])[O-].[Cs+].[Cs+].O. The catalyst is CN(C=O)C. The product is [Br:1][C:2]1[C:10]2[N:9]=[C:8]([CH3:11])[N:7]([CH2:16][C:17]3[CH:22]=[CH:21][CH:20]=[C:19]([Cl:23])[C:18]=3[CH3:24])[C:6]=2[CH:5]=[C:4]([N+:12]([O-:14])=[O:13])[CH:3]=1. The yield is 0.980.